The task is: Predict which catalyst facilitates the given reaction.. This data is from Catalyst prediction with 721,799 reactions and 888 catalyst types from USPTO. (1) Reactant: [CH3:1][C:2]([C:15]1[CH:20]=[CH:19][CH:18]=[CH:17][CH:16]=1)=[CH:3][C:4]1[CH:5]=[C:6]([OH:14])[C:7]([CH:11]([CH3:13])[CH3:12])=[C:8]([OH:10])[CH:9]=1.C(N([CH2:26][CH3:27])CC)C.[C:28](Cl)(=[O:30])[CH3:29].[OH2:32]. Product: [C:28]([O:10][C:8]1[CH:9]=[C:4]([CH:3]=[C:2]([CH3:1])[C:15]2[CH:16]=[CH:17][CH:18]=[CH:19][CH:20]=2)[CH:5]=[C:6]([O:14][C:26](=[O:32])[CH3:27])[C:7]=1[CH:11]([CH3:13])[CH3:12])(=[O:30])[CH3:29]. The catalyst class is: 4. (2) Reactant: [CH3:1][O:2][C:3]1[CH:4]=[C:5]2[C:10](=[CH:11][C:12]=1[O:13][CH2:14][C@H:15]1[CH2:17][O:16]1)[N:9]=[CH:8][N:7]=[C:6]2[O:18][C:19]1[CH:20]=[C:21]2[C:25](=[CH:26][CH:27]=1)[NH:24][CH:23]=[C:22]2[CH3:28].[CH:29]([NH:32][CH:33]([CH3:35])[CH3:34])([CH3:31])[CH3:30]. Product: [OH:16][C@H:15]([CH2:17][N:32]([CH:33]([CH3:35])[CH3:34])[CH:29]([CH3:31])[CH3:30])[CH2:14][O:13][C:12]1[CH:11]=[C:10]2[C:5]([C:6]([O:18][C:19]3[CH:20]=[C:21]4[C:25](=[CH:26][CH:27]=3)[NH:24][CH:23]=[C:22]4[CH3:28])=[N:7][CH:8]=[N:9]2)=[CH:4][C:3]=1[O:2][CH3:1]. The catalyst class is: 3.